Dataset: Forward reaction prediction with 1.9M reactions from USPTO patents (1976-2016). Task: Predict the product of the given reaction. (1) Given the reactants [CH3:1][N:2]1[C:10]2[C:5](=[CH:6][CH:7]=[CH:8][CH:9]=2)[C:4]([CH2:11][C@H:12]2[C:23](=[O:24])[NH:22][CH2:21][CH2:20][CH2:19][CH2:18][C:17](=[O:25])[NH:16][C@@H:15]([CH2:26][CH2:27][CH2:28][CH2:29][NH:30]C(=O)OC(C)(C)C)[C:14](=[O:38])[NH:13]2)=[CH:3]1.[F:39][C:40]1[CH:51]=[CH:50][C:43]([CH2:44][O:45][CH2:46][C:47]([OH:49])=O)=[CH:42][CH:41]=1, predict the reaction product. The product is: [F:39][C:40]1[CH:41]=[CH:42][C:43]([CH2:44][O:45][CH2:46][C:47]([NH:30][CH2:29][CH2:28][CH2:27][CH2:26][C@H:15]2[C:14](=[O:38])[NH:13][C@@H:12]([CH2:11][C:4]3[C:5]4[C:10](=[CH:9][CH:8]=[CH:7][CH:6]=4)[N:2]([CH3:1])[CH:3]=3)[C:23](=[O:24])[NH:22][CH2:21][CH2:20][CH2:19][CH2:18][C:17](=[O:25])[NH:16]2)=[O:49])=[CH:50][CH:51]=1. (2) Given the reactants [CH3:1][O:2][C:3]([C:5]1[C:13]2[C:12](=[O:14])[N:11]([CH3:15])[C:10](=[O:16])[N:9]([CH:17]([CH3:19])[CH3:18])[C:8]=2[S:7][C:6]=1[CH2:20]Br)=[O:4].[N-:22]=[N+:23]=[N-:24].[Na+], predict the reaction product. The product is: [CH3:1][O:2][C:3]([C:5]1[C:13]2[C:12](=[O:14])[N:11]([CH3:15])[C:10](=[O:16])[N:9]([CH:17]([CH3:19])[CH3:18])[C:8]=2[S:7][C:6]=1[CH2:20][N:22]=[N+:23]=[N-:24])=[O:4]. (3) The product is: [Cl:1][C:2]1[CH:7]=[CH:6][C:5]([S:8]([NH:11][CH:12]2[CH2:15][CH2:14][CH2:13]2)(=[O:10])=[O:9])=[CH:4][C:3]=1[NH:16][C:17]1[S:18]/[C:19](=[CH:47]\[C:30]2[CH:31]=[C:32]3[C:27](=[CH:28][CH:29]=2)[N:26]=[CH:24][CH:44]=[CH:43]3)/[C:20](=[O:22])[N:21]=1. Given the reactants [Cl:1][C:2]1[CH:7]=[CH:6][C:5]([S:8]([NH:11][CH:12]2[CH2:15][CH2:14][CH2:13]2)(=[O:10])=[O:9])=[CH:4][C:3]=1[NH:16][C:17]1[S:18][CH2:19][C:20](=[O:22])[N:21]=1.N[C:24]([NH:26][C:27]1[CH:28]=[C:29](S(NC2CCC2)(=O)=O)[CH:30]=[CH:31][C:32]=1Cl)=S.Cl[CH2:43][C:44](O)=O.[C:47]([O-])(=O)C.[Na+], predict the reaction product. (4) Given the reactants Br[C:2]1[CH:21]=[CH:20][C:5]([CH2:6][N:7]([CH3:19])[C:8](=[O:18])[CH2:9][NH:10][C:11](=[O:17])[O:12][C:13]([CH3:16])([CH3:15])[CH3:14])=[CH:4][C:3]=1[Cl:22].[B:23]1([B:23]2[O:27][C:26]([CH3:29])([CH3:28])[C:25]([CH3:31])([CH3:30])[O:24]2)[O:27][C:26]([CH3:29])([CH3:28])[C:25]([CH3:31])([CH3:30])[O:24]1.C([O-])(=O)C.[K+], predict the reaction product. The product is: [Cl:22][C:3]1[CH:4]=[C:5]([CH:20]=[CH:21][C:2]=1[B:23]1[O:27][C:26]([CH3:29])([CH3:28])[C:25]([CH3:31])([CH3:30])[O:24]1)[CH2:6][N:7]([CH3:19])[C:8](=[O:18])[CH2:9][NH:10][C:11](=[O:17])[O:12][C:13]([CH3:16])([CH3:15])[CH3:14].